This data is from Full USPTO retrosynthesis dataset with 1.9M reactions from patents (1976-2016). The task is: Predict the reactants needed to synthesize the given product. (1) Given the product [N+:23]([C:18]1[CH:19]=[CH:20][CH:21]=[CH:22][C:17]=1[NH:1][C:2]1[S:6][C:5]2[CH:7]=[CH:8][C:9]([CH3:11])=[CH:10][C:4]=2[C:3]=1[C:12]([O:14][CH3:15])=[O:13])([O-:25])=[O:24], predict the reactants needed to synthesize it. The reactants are: [NH2:1][C:2]1[S:6][C:5]2[CH:7]=[CH:8][C:9]([CH3:11])=[CH:10][C:4]=2[C:3]=1[C:12]([O:14][CH3:15])=[O:13].F[C:17]1[CH:22]=[CH:21][CH:20]=[CH:19][C:18]=1[N+:23]([O-:25])=[O:24]. (2) Given the product [CH3:1][O:14][CH2:15][C:16]([NH:19][C:20](=[O:29])[C:21]1[CH:26]=[CH:25][C:24]([F:27])=[CH:23][C:22]=1[F:28])([CH3:18])[CH3:17], predict the reactants needed to synthesize it. The reactants are: [CH3:1][Si](C=[N+]=[N-])(C)C.CCCCCC.[OH:14][CH2:15][C:16]([NH:19][C:20](=[O:29])[C:21]1[CH:26]=[CH:25][C:24]([F:27])=[CH:23][C:22]=1[F:28])([CH3:18])[CH3:17].B(F)(F)F.CCOCC. (3) Given the product [F:1][C:2]1[CH:7]=[CH:6][C:5]([CH2:8][C:9]2[CH:18]=[C:17]3[C:12]([C:13]([OH:30])=[C:14]([C:25]([NH:31][CH:32]([CH3:35])[CH2:33][OH:34])=[O:26])[C:15](=[O:24])[N:16]3[CH2:19][C:20]([F:23])([F:22])[F:21])=[N:11][CH:10]=2)=[CH:4][CH:3]=1, predict the reactants needed to synthesize it. The reactants are: [F:1][C:2]1[CH:7]=[CH:6][C:5]([CH2:8][C:9]2[CH:18]=[C:17]3[C:12]([C:13]([OH:30])=[C:14]([C:25](OCC)=[O:26])[C:15](=[O:24])[N:16]3[CH2:19][C:20]([F:23])([F:22])[F:21])=[N:11][CH:10]=2)=[CH:4][CH:3]=1.[NH2:31][CH:32]([CH3:35])[CH2:33][OH:34]. (4) Given the product [CH2:1]([O:8][C:9](=[O:14])[C@H:10]([CH2:12][OH:13])[NH:11][C:28](=[O:29])[CH2:27][C@H:26]([O:25][C:15](=[O:24])[CH2:16][CH2:17][CH2:18][CH2:19][CH2:20][CH2:21][CH2:22][CH3:23])[CH2:31][CH2:32][CH2:33][CH2:34][CH2:35][CH2:36][CH2:37][CH2:38][CH2:39][CH2:40][CH3:41])[C:2]1[CH:7]=[CH:6][CH:5]=[CH:4][CH:3]=1, predict the reactants needed to synthesize it. The reactants are: [CH2:1]([O:8][C:9](=[O:14])[C@H:10]([CH2:12][OH:13])[NH2:11])[C:2]1[CH:7]=[CH:6][CH:5]=[CH:4][CH:3]=1.[C:15]([O:25][C@H:26]([CH2:31][CH2:32][CH2:33][CH2:34][CH2:35][CH2:36][CH2:37][CH2:38][CH2:39][CH2:40][CH3:41])[CH2:27][C:28](O)=[O:29])(=[O:24])[CH2:16][CH2:17][CH2:18][CH2:19][CH2:20][CH2:21][CH2:22][CH3:23].C(Cl)CCl.CI. (5) Given the product [OH:2][C:3]1[CH:12]=[C:11]2[C:6]([CH2:7][CH2:8][C:9]([CH3:17])([C:13]([OH:15])=[O:14])[CH2:10]2)=[CH:5][CH:4]=1, predict the reactants needed to synthesize it. The reactants are: C[O:2][C:3]1[CH:12]=[C:11]2[C:6]([CH2:7][CH2:8][C:9]([CH3:17])([C:13]([O:15]C)=[O:14])[CH2:10]2)=[CH:5][CH:4]=1.Br. (6) Given the product [NH2:7][CH2:6][CH2:5][O:4][C:3]1[CH:18]=[CH:19][C:20]([C:22]2[CH2:27][CH2:26][C:25](=[O:28])[NH:24][N:23]=2)=[CH:21][C:2]=1[Cl:1], predict the reactants needed to synthesize it. The reactants are: [Cl:1][C:2]1[CH:21]=[C:20]([C:22]2[CH2:27][CH2:26][C:25](=[O:28])[NH:24][N:23]=2)[CH:19]=[CH:18][C:3]=1[O:4][CH2:5][CH2:6][N:7]1C(=O)C2C(=CC=CC=2)C1=O. (7) The reactants are: [OH:1][C:2]1[CH:3]=[CH:4][C:5]2[S:9][C:8](=[N:10][C:11](=[O:19])[C:12]3[CH:17]=[CH:16][C:15]([CH3:18])=[CH:14][CH:13]=3)[N:7]([CH:20]([CH2:25][CH3:26])[C:21]([O:23][CH3:24])=[O:22])[C:6]=2[CH:27]=1.I[CH2:29][CH2:30][CH3:31].C(=O)([O-])[O-].[K+].[K+]. Given the product [CH3:18][C:15]1[CH:14]=[CH:13][C:12]([C:11]([N:10]=[C:8]2[N:7]([CH:20]([CH2:25][CH3:26])[C:21]([O:23][CH3:24])=[O:22])[C:6]3[CH:27]=[C:2]([O:1][CH2:29][CH2:30][CH3:31])[CH:3]=[CH:4][C:5]=3[S:9]2)=[O:19])=[CH:17][CH:16]=1, predict the reactants needed to synthesize it. (8) Given the product [C:1]([C:4]1[C:9]([F:10])=[C:8]2[O:14][C:13]([CH:15]3[CH2:17][CH2:16]3)=[N:12][C:7]2=[C:6]([C:18]#[N:19])[C:5]=1[CH3:20])(=[O:3])[CH3:2], predict the reactants needed to synthesize it. The reactants are: [C:1]([C:4]1[C:9]([F:10])=[C:8](O)[C:7]([NH:12][C:13]([CH:15]2[CH2:17][CH2:16]2)=[O:14])=[C:6]([C:18]#[N:19])[C:5]=1[CH3:20])(=[O:3])[CH3:2].C1(C)C=CC(S([O-])(=O)=O)=CC=1.[NH+]1C=CC=CC=1. (9) Given the product [OH:8][C:9]1[CH:10]=[C:11]2[C:16](=[CH:17][CH:18]=1)[N:15]=[C:14]([CH2:19][NH:20][C:21]13[CH2:28][CH2:27][C:24]([C:29]([O:31][CH3:32])=[O:30])([CH2:23][CH2:22]1)[CH2:25][CH2:26]3)[CH:13]=[CH:12]2, predict the reactants needed to synthesize it. The reactants are: [Si]([O:8][C:9]1[CH:10]=[C:11]2[C:16](=[CH:17][CH:18]=1)[N:15]=[C:14]([CH2:19][NH:20][C:21]13[CH2:28][CH2:27][C:24]([C:29]([O:31][CH3:32])=[O:30])([CH2:25][CH2:26]1)[CH2:23][CH2:22]3)[CH:13]=[CH:12]2)(C(C)(C)C)(C)C.Cl.C([O-])(O)=O.[Na+].